From a dataset of Reaction yield outcomes from USPTO patents with 853,638 reactions. Predict the reaction yield, written as a fraction of the theoretical maximum amount of product (1.0 means a 100% yield; for example, 0.34 means a 34% yield). (1) The reactants are [CH:1]1[C:14]2[CH:13]=[CH:12][C:11]3[C:6](=[CH:7][CH:8]=[CH:9][CH:10]=3)[C:5]=2[CH:4]=[CH:3][C:2]=1[C:15]1[N:19](C2C=CC(C#N)=CC=2)[N:18]=[C:17]([C:28]([F:31])([F:30])[F:29])[CH:16]=1.[NH4+:32].[Cl-].[N-:34]=[N+:35]=[N-:36].[Na+]. The catalyst is Cl. The product is [CH:1]1[C:14]2[CH:13]=[CH:12][C:11]3[C:6](=[CH:7][CH:8]=[CH:9][CH:10]=3)[C:5]=2[CH:4]=[CH:3][C:2]=1[C:15]1[NH:19][N:18]=[C:17]([C:28]([F:31])([F:29])[F:30])[C:16]=1[C:1]1[CH:14]=[CH:5][CH:4]=[CH:3][C:2]=1[C:15]1[NH:32][N:36]=[N:35][N:34]=1. The yield is 0.700. (2) The reactants are [C:1]1([CH3:15])[CH:6]=[CH:5][CH:4]=[CH:3][C:2]=1[C:7]1[CH:14]=[CH:13][C:10]([CH:11]=[O:12])=[CH:9][N:8]=1.[BH4-].[Na+]. The catalyst is C(O)C. The product is [C:1]1([CH3:15])[CH:6]=[CH:5][CH:4]=[CH:3][C:2]=1[C:7]1[N:8]=[CH:9][C:10]([CH2:11][OH:12])=[CH:13][CH:14]=1. The yield is 1.00. (3) The reactants are Cl.[N+:2]([C:5]1[CH:12]=[CH:11][CH:10]=[C:9]([N+:13]([O-])=O)[C:6]=1[C:7]#[N:8])([O-:4])=[O:3].CCOC(C)=O.O. The catalyst is CO.O1CCOCC1.[Fe]. The product is [NH2:13][C:9]1[CH:10]=[CH:11][CH:12]=[C:5]([N+:2]([O-:4])=[O:3])[C:6]=1[C:7]#[N:8]. The yield is 0.680. (4) The reactants are [N:1]1[CH:6]=[CH:5][CH:4]=[CH:3][C:2]=1[C:7]([C:9]1[S:13][C:12]([NH2:14])=[N:11][C:10]=1[C:15]1[O:16][CH:17]=[CH:18][CH:19]=1)=[O:8].C(N(CC)CC)C.[Cl:27][CH2:28][C:29](Cl)=[O:30].C(=O)([O-])O.[Na+]. The catalyst is C1COCC1.O. The product is [Cl:27][CH2:28][C:29]([NH:14][C:12]1[S:13][C:9]([C:7]([C:2]2[CH:3]=[CH:4][CH:5]=[CH:6][N:1]=2)=[O:8])=[C:10]([C:15]2[O:16][CH:17]=[CH:18][CH:19]=2)[N:11]=1)=[O:30]. The yield is 0.960. (5) The reactants are C([O:8][C:9]1[CH:14]=[CH:13][C:12]([O:15][CH2:16][O:17][CH3:18])=[CH:11][C:10]=1[CH2:19][C:20]#[N:21])C1C=CC=CC=1. The catalyst is [C].[Pd].O1CCCC1. The product is [OH:8][C:9]1[CH:14]=[CH:13][C:12]([O:15][CH2:16][O:17][CH3:18])=[CH:11][C:10]=1[CH2:19][C:20]#[N:21]. The yield is 0.940. (6) The reactants are [CH3:1][O:2][C:3]1[CH:9]=[CH:8][C:6]([NH2:7])=[C:5]([N+:10]([O-:12])=[O:11])[CH:4]=1.[CH:13]1([CH3:25])[CH2:18][CH2:17][CH:16]([CH:19]([CH3:21])[CH3:20])[CH:15]([C:22](Cl)=[O:23])[CH2:14]1.C(Cl)Cl.Cl. The catalyst is N1C=CC=CC=1. The product is [CH3:1][O:2][C:3]1[CH:9]=[CH:8][C:6]([NH:7][C:22]([CH:15]2[CH2:14][CH:13]([CH3:25])[CH2:18][CH2:17][CH:16]2[CH:19]([CH3:21])[CH3:20])=[O:23])=[C:5]([N+:10]([O-:12])=[O:11])[CH:4]=1. The yield is 0.830.